Task: Predict the product of the given reaction.. Dataset: Forward reaction prediction with 1.9M reactions from USPTO patents (1976-2016) Given the reactants N1CCOCC1=O.[N:8]1([C:15]2[CH:20]=[CH:19][C:18]([N+:21]([O-])=O)=[CH:17][CH:16]=2)[CH2:13][CH2:12][O:11][CH2:10][C:9]1=[O:14], predict the reaction product. The product is: [NH2:21][C:18]1[CH:17]=[CH:16][C:15]([N:8]2[CH2:13][CH2:12][O:11][CH2:10][C:9]2=[O:14])=[CH:20][CH:19]=1.